Dataset: NCI-60 drug combinations with 297,098 pairs across 59 cell lines. Task: Regression. Given two drug SMILES strings and cell line genomic features, predict the synergy score measuring deviation from expected non-interaction effect. (1) Drug 1: CN(CC1=CN=C2C(=N1)C(=NC(=N2)N)N)C3=CC=C(C=C3)C(=O)NC(CCC(=O)O)C(=O)O. Drug 2: C1CNP(=O)(OC1)N(CCCl)CCCl. Cell line: UACC-257. Synergy scores: CSS=30.0, Synergy_ZIP=1.53, Synergy_Bliss=1.59, Synergy_Loewe=-52.3, Synergy_HSA=-1.89. (2) Drug 1: CC1=C(C(CCC1)(C)C)C=CC(=CC=CC(=CC(=O)O)C)C. Drug 2: CC(C)NC(=O)C1=CC=C(C=C1)CNNC.Cl. Cell line: KM12. Synergy scores: CSS=-2.73, Synergy_ZIP=1.09, Synergy_Bliss=-0.778, Synergy_Loewe=-1.87, Synergy_HSA=-4.10. (3) Drug 1: CCC1=C2CN3C(=CC4=C(C3=O)COC(=O)C4(CC)O)C2=NC5=C1C=C(C=C5)O. Drug 2: C(CC(=O)O)C(=O)CN.Cl. Cell line: ACHN. Synergy scores: CSS=26.7, Synergy_ZIP=0.284, Synergy_Bliss=3.63, Synergy_Loewe=-16.0, Synergy_HSA=3.34. (4) Drug 1: CCC1=CC2CC(C3=C(CN(C2)C1)C4=CC=CC=C4N3)(C5=C(C=C6C(=C5)C78CCN9C7C(C=CC9)(C(C(C8N6C)(C(=O)OC)O)OC(=O)C)CC)OC)C(=O)OC.C(C(C(=O)O)O)(C(=O)O)O. Drug 2: COC1=CC(=CC(=C1O)OC)C2C3C(COC3=O)C(C4=CC5=C(C=C24)OCO5)OC6C(C(C7C(O6)COC(O7)C8=CC=CS8)O)O. Cell line: OVCAR-5. Synergy scores: CSS=49.4, Synergy_ZIP=-7.92, Synergy_Bliss=-4.12, Synergy_Loewe=-8.50, Synergy_HSA=-1.75. (5) Drug 1: C1CCN(CC1)CCOC2=CC=C(C=C2)C(=O)C3=C(SC4=C3C=CC(=C4)O)C5=CC=C(C=C5)O. Drug 2: CCC1(C2=C(COC1=O)C(=O)N3CC4=CC5=C(C=CC(=C5CN(C)C)O)N=C4C3=C2)O.Cl. Cell line: HCC-2998. Synergy scores: CSS=16.4, Synergy_ZIP=-3.16, Synergy_Bliss=-1.05, Synergy_Loewe=-17.1, Synergy_HSA=-4.28. (6) Drug 1: CS(=O)(=O)C1=CC(=C(C=C1)C(=O)NC2=CC(=C(C=C2)Cl)C3=CC=CC=N3)Cl. Drug 2: COC1=C2C(=CC3=C1OC=C3)C=CC(=O)O2. Cell line: SK-MEL-5. Synergy scores: CSS=0.343, Synergy_ZIP=0.969, Synergy_Bliss=2.90, Synergy_Loewe=1.32, Synergy_HSA=-0.441.